From a dataset of Catalyst prediction with 721,799 reactions and 888 catalyst types from USPTO. Predict which catalyst facilitates the given reaction. (1) Reactant: [CH:1]1([NH:4][C:5]([NH:7][C:8]2[CH:13]=[CH:12][C:11]([O:14][C:15]3[CH:20]=[CH:19][N:18]=[C:17]4[CH:21]=[C:22]([C:24]5[CH:29]=[CH:28][C:27]([CH2:30][NH:31][CH2:32][CH2:33][O:34][CH3:35])=[CH:26][CH:25]=5)[S:23][C:16]=34)=[C:10]([F:36])[CH:9]=2)=[O:6])[CH2:3][CH2:2]1.[CH3:37][C:38](OC(C)=O)=[O:39]. The catalyst class is: 17. Product: [CH:1]1([NH:4][C:5](=[O:6])[NH:7][C:8]2[CH:13]=[CH:12][C:11]([O:14][C:15]3[CH:20]=[CH:19][N:18]=[C:17]4[CH:21]=[C:22]([C:24]5[CH:29]=[CH:28][C:27]([CH2:30][N:31]([CH2:32][CH2:33][O:34][CH3:35])[C:38](=[O:39])[CH3:37])=[CH:26][CH:25]=5)[S:23][C:16]=34)=[C:10]([F:36])[CH:9]=2)[CH2:3][CH2:2]1. (2) Reactant: [Cl:1][C:2]1[CH:7]=[CH:6][CH:5]=[C:4]([Cl:8])[C:3]=1[C:9]1[S:10][CH:11]=[C:12]([CH2:14][OH:15])[N:13]=1.I(C1C=CC=CC=1C(O)=O)(=O)=O. Product: [Cl:1][C:2]1[CH:7]=[CH:6][CH:5]=[C:4]([Cl:8])[C:3]=1[C:9]1[S:10][CH:11]=[C:12]([CH:14]=[O:15])[N:13]=1. The catalyst class is: 25. (3) Reactant: [NH2:1][C:2]1[N:7]=[CH:6][C:5]([C:8]2[CH:9]=[N:10][N:11]([CH:13]3[CH2:18][CH2:17][N:16]([CH2:19][C:20]([OH:22])=O)[CH2:15][CH2:14]3)[CH:12]=2)=[CH:4][C:3]=1[C:23]1[S:24][C:25]2[CH:31]=[CH:30][CH:29]=[CH:28][C:26]=2[N:27]=1.[NH4+].[Cl-].C[N:35](C(ON1N=NC2C=CC=CC1=2)=[N+](C)C)C.[B-](F)(F)(F)F.CCN(C(C)C)C(C)C. Product: [NH2:1][C:2]1[N:7]=[CH:6][C:5]([C:8]2[CH:9]=[N:10][N:11]([CH:13]3[CH2:14][CH2:15][N:16]([CH2:19][C:20]([NH2:35])=[O:22])[CH2:17][CH2:18]3)[CH:12]=2)=[CH:4][C:3]=1[C:23]1[S:24][C:25]2[CH:31]=[CH:30][CH:29]=[CH:28][C:26]=2[N:27]=1. The catalyst class is: 3. (4) Reactant: Cl[C:2]1[N:7]=[C:6]([CH2:8][CH2:9][C:10]2[CH:15]=[CH:14][CH:13]=[CH:12][C:11]=2[CH2:16][C:17]([NH2:19])=[O:18])[C:5]([Cl:20])=[CH:4][N:3]=1.[NH2:21][C:22]1[CH:23]=[C:24]([C:28](=[O:30])[CH3:29])[CH:25]=[CH:26][CH:27]=1. Product: [C:28]([C:24]1[CH:23]=[C:22]([NH:21][C:2]2[N:7]=[C:6]([CH2:8][CH2:9][C:10]3[CH:15]=[CH:14][CH:13]=[CH:12][C:11]=3[CH2:16][C:17]([NH2:19])=[O:18])[C:5]([Cl:20])=[CH:4][N:3]=2)[CH:27]=[CH:26][CH:25]=1)(=[O:30])[CH3:29]. The catalyst class is: 41. (5) Reactant: [CH3:1][N:2]1[C:6]([C:7]2[CH:16]=[CH:15][CH:14]=[C:13]3[C:8]=2[CH:9]=[CH:10][C:11]([CH3:17])=[N:12]3)=[N:5][NH:4][C:3]1=[S:18].Br[CH2:20][CH2:21][CH2:22][Cl:23].[H-].[Na+]. Product: [Cl:23][CH2:22][CH2:21][CH2:20][S:18][C:3]1[N:2]([CH3:1])[C:6]([C:7]2[CH:16]=[CH:15][CH:14]=[C:13]3[C:8]=2[CH:9]=[CH:10][C:11]([CH3:17])=[N:12]3)=[N:5][N:4]=1. The catalyst class is: 8.